From a dataset of TCR-epitope binding with 47,182 pairs between 192 epitopes and 23,139 TCRs. Binary Classification. Given a T-cell receptor sequence (or CDR3 region) and an epitope sequence, predict whether binding occurs between them. (1) The epitope is GLIYNRMGAVTTEV. The TCR CDR3 sequence is CASSLLAGGPGTQYF. Result: 0 (the TCR does not bind to the epitope). (2) The epitope is GLIYNRMGAVTTEV. The TCR CDR3 sequence is CASTTVGNNSPLHF. Result: 1 (the TCR binds to the epitope). (3) The epitope is KRWIIMGLNK. The TCR CDR3 sequence is CASSSRGGATDTQYF. Result: 1 (the TCR binds to the epitope). (4) The epitope is NLNESLIDL. The TCR CDR3 sequence is CASSQQGGVMNEKLFF. Result: 0 (the TCR does not bind to the epitope).